From a dataset of Forward reaction prediction with 1.9M reactions from USPTO patents (1976-2016). Predict the product of the given reaction. (1) Given the reactants [C:1]1([N:7]2[CH:11]=[CH:10][N:9]=[C:8]2/[CH:12]=[CH:13]/[C:14]([O:16]CC)=[O:15])[CH:6]=[CH:5][CH:4]=[CH:3][CH:2]=1.C(C1NC(/C=C/C(O)=O)=C(C)N=1)C.[OH-].[Na+], predict the reaction product. The product is: [C:1]1([N:7]2[CH:11]=[CH:10][N:9]=[C:8]2/[CH:12]=[CH:13]/[C:14]([OH:16])=[O:15])[CH:2]=[CH:3][CH:4]=[CH:5][CH:6]=1. (2) Given the reactants [Cl:1][C:2]1[CH:7]=[CH:6][C:5]([C:8]2[C:17]3[C:12](=[CH:13][CH:14]=[C:15]([C:18](O)=[O:19])[CH:16]=3)[CH:11]=[N:10][CH:9]=2)=[CH:4][CH:3]=1.F[B-](F)(F)F.[N:26]1(OC(N(C)C)=[N+](C)C)[C:30]2[CH:31]=[CH:32][CH:33]=[CH:34][C:29]=2N=N1.C(N(CC)C(C)C)(C)C.NC1C=CC=CC=1, predict the reaction product. The product is: [Cl:1][C:2]1[CH:3]=[CH:4][C:5]([C:8]2[C:17]3[C:12](=[CH:13][CH:14]=[C:15]([C:18]([NH:26][C:30]4[CH:31]=[CH:32][CH:33]=[CH:34][CH:29]=4)=[O:19])[CH:16]=3)[CH:11]=[N:10][CH:9]=2)=[CH:6][CH:7]=1. (3) Given the reactants [C:1]([N:5]1[C:9]([C:10]2[CH:15]=[CH:14][C:13]([F:16])=[CH:12][CH:11]=2)=[C:8]([C:17]2[S:18][CH:19]=[C:20]([CH2:22][C:23](O)=[O:24])[N:21]=2)[CH:7]=[N:6]1)([CH3:4])([CH3:3])[CH3:2].[NH:26]1[C:35]2[CH2:34][CH2:33][NH:32][CH2:31][C:30]=2[CH:29]=[CH:28][C:27]1=[O:36], predict the reaction product. The product is: [C:1]([N:5]1[C:9]([C:10]2[CH:11]=[CH:12][C:13]([F:16])=[CH:14][CH:15]=2)=[C:8]([C:17]2[S:18][CH:19]=[C:20]([CH2:22][C:23]([N:32]3[CH2:33][CH2:34][C:35]4[NH:26][C:27](=[O:36])[CH:28]=[CH:29][C:30]=4[CH2:31]3)=[O:24])[N:21]=2)[CH:7]=[N:6]1)([CH3:4])([CH3:2])[CH3:3]. (4) The product is: [C:26]([C:28]1[CH:29]=[CH:30][C:31]([NH:34][C:35](=[O:36])[NH:1][C:2]2[CH:3]=[CH:4][C:5]([C:8]3[CH:16]=[C:15]4[C:11]([CH2:12][N:13]([C@@H:18]([CH:23]([CH3:25])[CH3:24])[C:19]([O:21][CH3:22])=[O:20])[C:14]4=[O:17])=[CH:10][CH:9]=3)=[CH:6][CH:7]=2)=[CH:32][CH:33]=1)#[N:27]. Given the reactants [NH2:1][C:2]1[CH:7]=[CH:6][C:5]([C:8]2[CH:16]=[C:15]3[C:11]([CH2:12][N:13]([C@@H:18]([CH:23]([CH3:25])[CH3:24])[C:19]([O:21][CH3:22])=[O:20])[C:14]3=[O:17])=[CH:10][CH:9]=2)=[CH:4][CH:3]=1.[C:26]([C:28]1[CH:33]=[CH:32][C:31]([N:34]=[C:35]=[O:36])=[CH:30][CH:29]=1)#[N:27], predict the reaction product.